Dataset: Reaction yield outcomes from USPTO patents with 853,638 reactions. Task: Predict the reaction yield, written as a fraction of the theoretical maximum amount of product (1.0 means a 100% yield; for example, 0.34 means a 34% yield). (1) The reactants are [I:1][C:2]1[CH:7]=[CH:6][C:5]([S:8](Cl)(=[O:10])=[O:9])=[CH:4][CH:3]=1.[CH3:12][O:13][CH2:14][CH2:15][NH2:16].C(N(CC)CC)C. The catalyst is C(Cl)Cl. The product is [CH3:12][O:13][CH2:14][CH2:15][NH:16][S:8]([C:5]1[CH:6]=[CH:7][C:2]([I:1])=[CH:3][CH:4]=1)(=[O:10])=[O:9]. The yield is 1.00. (2) The product is [CH3:1][N:2]1[CH2:6][CH2:5][CH:4]([O:7][C:9]2[N:10]=[CH:11][C:12]([C:13]([O:15][CH2:16][CH3:17])=[O:14])=[CH:18][CH:19]=2)[CH2:3]1. The yield is 0.250. No catalyst specified. The reactants are [CH3:1][N:2]1[CH2:6][CH2:5][CH:4]([OH:7])[CH2:3]1.Cl[C:9]1[CH:19]=[CH:18][C:12]([C:13]([O:15][CH2:16][CH3:17])=[O:14])=[CH:11][N:10]=1.O1CCC(OC2N=CC(C(OCC)=O)=CC=2)CC1. (3) The reactants are [F:1][C:2]1[CH:7]=[CH:6][C:5]([N:8]2[CH:13]=[CH:12][CH:11]=[C:10]([C:14](O)=[O:15])[C:9]2=[O:17])=[CH:4][CH:3]=1.O=S(Cl)[Cl:20]. No catalyst specified. The product is [F:1][C:2]1[CH:7]=[CH:6][C:5]([N:8]2[CH:13]=[CH:12][CH:11]=[C:10]([C:14]([Cl:20])=[O:15])[C:9]2=[O:17])=[CH:4][CH:3]=1. The yield is 1.00. (4) The reactants are C1(C2C=CC=CC=2)C=CC(C([O:9][C@@H:10]2[CH2:18][C@@H:13]3[O:14][C:15](=[O:17])[CH2:16][C@@H:12]3[C@H:11]2/[CH:19]=[CH:20]/[C@H:21]([C:23]2[S:27][C:26]3[CH:28]=[CH:29][CH:30]=[CH:31][C:25]=3[CH:24]=2)[OH:22])=O)=CC=1.C(=O)([O-])[O-].[K+].[K+]. The catalyst is CO.C1COCC1. The product is [S:27]1[C:23]([C@H:21]([OH:22])/[CH:20]=[CH:19]/[C@@H:11]2[C@@H:12]3[C@@H:13]([O:14][C:15](=[O:17])[CH2:16]3)[CH2:18][C@H:10]2[OH:9])=[CH:24][C:25]2[CH:31]=[CH:30][CH:29]=[CH:28][C:26]1=2. The yield is 0.850. (5) The reactants are [O:1]1[C:3]2([CH2:8][CH2:7][N:6]([C:9]3[CH:14]=[CH:13][C:12]([N:15]4[CH2:19][C@H:18]([CH2:20][NH:21][C:22](=[O:24])[CH3:23])[O:17][C:16]4=[O:25])=[CH:11][C:10]=3[F:26])[CH2:5][CH2:4]2)[CH2:2]1.[CH3:27][NH:28][CH3:29]. The catalyst is CO. The product is [CH3:27][N:28]([C:3]1([OH:1])[CH2:4][CH2:5][N:6]([C:9]2[CH:14]=[CH:13][C:12]([N:15]3[CH2:19][C@H:18]([CH2:20][NH:21][C:22](=[O:24])[CH3:23])[O:17][C:16]3=[O:25])=[CH:11][C:10]=2[F:26])[CH:7]([CH3:8])[CH2:2]1)[CH3:29]. The yield is 0.700.